From a dataset of Full USPTO retrosynthesis dataset with 1.9M reactions from patents (1976-2016). Predict the reactants needed to synthesize the given product. (1) Given the product [CH3:1][C:2]([CH3:20])([CH3:21])[C:3]([C:5]1[O:6][C:7]2[CH:17]=[CH:16][C:15]([O:18][CH3:19])=[CH:14][C:8]=2[C:9]=1[CH2:10][C:11]([N:51]([CH2:53][CH:33]([CH3:34])[CH3:32])[CH2:50][CH:22]([CH3:23])[CH3:27])=[O:13])=[O:4], predict the reactants needed to synthesize it. The reactants are: [CH3:1][C:2]([CH3:21])([CH3:20])[C:3]([C:5]1[O:6][C:7]2[CH:17]=[CH:16][C:15]([O:18][CH3:19])=[CH:14][C:8]=2[C:9]=1[CH2:10][C:11]([OH:13])=O)=[O:4].[CH:22]1[CH:23]=CC2N(O)N=NC=2[CH:27]=1.[CH2:32](NCCCC)[CH2:33][CH2:34]C.CCN(C(C)C)C(C)C.[CH3:50][N:51]([CH:53]=O)C. (2) Given the product [NH2:1][C:4]1[CH:9]=[CH:8][CH:7]=[CH:6][C:5]=1[C:10]1[S:11][C:12]2[C:17]([N:18]=1)=[CH:16][C:15]([CH2:19][N:20]1[CH2:25][CH2:24][N:23]([C:26]([O:28][C:29]([CH3:32])([CH3:31])[CH3:30])=[O:27])[CH2:22][CH2:21]1)=[CH:14][N:13]=2, predict the reactants needed to synthesize it. The reactants are: [N+:1]([C:4]1[CH:9]=[CH:8][CH:7]=[CH:6][C:5]=1[C:10]1[S:11][C:12]2[C:17]([N:18]=1)=[CH:16][C:15]([CH2:19][N:20]1[CH2:25][CH2:24][N:23]([C:26]([O:28][C:29]([CH3:32])([CH3:31])[CH3:30])=[O:27])[CH2:22][CH2:21]1)=[CH:14][N:13]=2)([O-])=O.[NH4+].[Cl-].O. (3) Given the product [Cl:15][C:16]1[CH:21]=[CH:20][C:19]([S:22]([N:7]2[CH2:6][CH2:5][N:4]([C:8]([O:10][C:11]([CH3:13])([CH3:12])[CH3:14])=[O:9])[CH2:3][C@@H:2]2[CH3:1])(=[O:24])=[O:23])=[CH:18][CH:17]=1, predict the reactants needed to synthesize it. The reactants are: [CH3:1][C@@H:2]1[NH:7][CH2:6][CH2:5][N:4]([C:8]([O:10][C:11]([CH3:14])([CH3:13])[CH3:12])=[O:9])[CH2:3]1.[Cl:15][C:16]1[CH:21]=[CH:20][C:19]([S:22](Cl)(=[O:24])=[O:23])=[CH:18][CH:17]=1. (4) Given the product [C:7]([C:8]1[CH:13]=[CH:12][C:11]([CH3:14])=[CH:10][C:9]=1[N+:15]([O-:17])=[O:16])#[CH:6], predict the reactants needed to synthesize it. The reactants are: C([Si](C)(C)[C:6]#[C:7][C:8]1[CH:13]=[CH:12][C:11]([CH3:14])=[CH:10][C:9]=1[N+:15]([O-:17])=[O:16])(C)(C)C.[OH-].[Na+]. (5) Given the product [Cl:5][C:6]1[CH:11]=[CH:10][N:9]=[C:8]2[N:12]([S:28]([C:31]3[CH:36]=[CH:35][C:34]([CH3:37])=[CH:33][CH:32]=3)(=[O:29])=[O:30])[C:13]([C:15]3[C:19]4=[N:20][C:21]([O:26][CH3:27])=[C:22]([O:24][CH3:25])[CH:23]=[C:18]4[N:17]([CH3:3])[CH:16]=3)=[CH:14][C:7]=12, predict the reactants needed to synthesize it. The reactants are: [OH-].[K+].[CH3:3]I.[Cl:5][C:6]1[CH:11]=[CH:10][N:9]=[C:8]2[N:12]([S:28]([C:31]3[CH:36]=[CH:35][C:34]([CH3:37])=[CH:33][CH:32]=3)(=[O:30])=[O:29])[C:13]([C:15]3[C:19]4=[N:20][C:21]([O:26][CH3:27])=[C:22]([O:24][CH3:25])[CH:23]=[C:18]4[NH:17][CH:16]=3)=[CH:14][C:7]=12. (6) The reactants are: Cl.[Br:2][C:3]1[CH:8]=[CH:7][C:6]([NH:9]N)=[CH:5][CH:4]=1.[CH2:11]1[CH2:18][C:16](=O)[C:14](=O)[CH2:13][CH2:12]1. Given the product [Br:2][C:3]1[CH:8]=[CH:7][C:6]2[NH:9][C:13]3[C:12](=[CH:11][CH:18]=[C:16]4[C:14]=3[NH:9][C:6]3[C:5]4=[CH:4][C:3]([Br:2])=[CH:8][CH:7]=3)[C:5]=2[CH:4]=1, predict the reactants needed to synthesize it. (7) Given the product [I:15][C:9]1[C:8]2[C:12](=[C:4]([N+:1]([O-:3])=[O:2])[CH:5]=[CH:6][CH:7]=2)[NH:11][N:10]=1, predict the reactants needed to synthesize it. The reactants are: [N+:1]([C:4]1[CH:5]=[CH:6][CH:7]=[C:8]2[C:12]=1[NH:11][N:10]=[CH:9]2)([O-:3])=[O:2].[OH-].[K+].[I:15]I. (8) Given the product [S:1]1[CH:5]=[CH:4][C:3]([C:6]([O:8][CH3:10])=[O:7])=[CH:2]1, predict the reactants needed to synthesize it. The reactants are: [S:1]1[CH:5]=[CH:4][C:3]([C:6]([OH:8])=[O:7])=[CH:2]1.Cl[CH2:10]CCl.CO.S(=O)(=O)(O)O. (9) The reactants are: [C:1]([C:3]1[CH:4]=[C:5]([C:19]2[CH:24]=[CH:23][C:22]([O:25][CH3:26])=[C:21]([F:27])[CH:20]=2)[CH:6]=[CH:7][C:8]=1[NH:9][C:10]1[CH:18]=[CH:17][C:13]([C:14]([OH:16])=[O:15])=[CH:12][CH:11]=1)#[N:2].C(O)(=[O:30])C. Given the product [C:1]([C:3]1[CH:4]=[C:5]([C:19]2[CH:24]=[CH:23][C:22]([O:25][CH3:26])=[C:21]([F:27])[CH:20]=2)[CH:6]=[C:7]2[C:8]=1[NH:9][C:10]1[CH:11]=[CH:12][C:13]([C:14]([OH:16])=[O:15])=[CH:17][C:18]2=1)(=[O:30])[NH2:2], predict the reactants needed to synthesize it.